Dataset: Full USPTO retrosynthesis dataset with 1.9M reactions from patents (1976-2016). Task: Predict the reactants needed to synthesize the given product. (1) The reactants are: [OH-].[Na+].C([O:5][C:6]([C:8]1[CH:9]=[N:10][N:11]([C:14]2[C:19]([Cl:20])=[CH:18][C:17]([Cl:21])=[CH:16][N:15]=2)[C:12]=1[CH3:13])=[O:7])C. Given the product [Cl:20][C:19]1[C:14]([N:11]2[C:12]([CH3:13])=[C:8]([C:6]([OH:7])=[O:5])[CH:9]=[N:10]2)=[N:15][CH:16]=[C:17]([Cl:21])[CH:18]=1, predict the reactants needed to synthesize it. (2) The reactants are: CN(C(ON1N=NC2C=CC=NC1=2)=[N+](C)C)C.F[P-](F)(F)(F)(F)F.[F:25][CH:26]([F:56])[CH2:27][O:28][C:29]1[CH:34]=[CH:33][C:32]([NH:35][C:36](=[O:52])[C:37]2[CH:42]=[C:41]([CH2:43][NH:44][C:45]([C:47]([CH3:50])([CH3:49])[CH3:48])=[O:46])[CH:40]=[CH:39][C:38]=2[Cl:51])=[CH:31][C:30]=1[C:53]([OH:55])=O.[Cl:57][C:58]1[CH:59]=[C:60]([CH:62]=[CH:63][C:64]=1[F:65])[NH2:61]. Given the product [F:25][CH:26]([F:56])[CH2:27][O:28][C:29]1[CH:34]=[CH:33][C:32]([NH:35][C:36](=[O:52])[C:37]2[CH:42]=[C:41]([CH2:43][NH:44][C:45]([C:47]([CH3:50])([CH3:49])[CH3:48])=[O:46])[CH:40]=[CH:39][C:38]=2[Cl:51])=[CH:31][C:30]=1[C:53]([NH:61][C:60]1[CH:62]=[CH:63][C:64]([F:65])=[C:58]([Cl:57])[CH:59]=1)=[O:55], predict the reactants needed to synthesize it. (3) Given the product [C:1]([NH:5][CH2:6][C:8]1[CH:9]=[C:10]2[C:15](=[CH:16][CH:17]=1)[CH2:14][CH:13]([NH2:18])[CH2:12][CH2:11]2)([CH3:4])([CH3:3])[CH3:2], predict the reactants needed to synthesize it. The reactants are: [C:1]([NH2:5])([CH3:4])([CH3:3])[CH3:2].[CH:6]([C:8]1[CH:9]=[C:10]2[C:15](=[CH:16][CH:17]=1)[CH2:14][CH:13]([NH:18]C(=O)OC(C)(C)C)[CH2:12][CH2:11]2)=O.[BH3-]C#N.[Na+]. (4) Given the product [CH2:40]([NH:42][C:43](=[O:60])[C:44]1[CH:49]=[CH:48][C:47]([CH3:50])=[C:46]([C:9]2[CH:8]=[C:7]3[C:3]([C:4]([C:13]4[CH:14]=[N:15][C:16]([O:19][CH3:20])=[CH:17][CH:18]=4)=[N:5][NH:6]3)=[CH:2][C:10]=2[F:11])[CH:45]=1)[CH3:41], predict the reactants needed to synthesize it. The reactants are: Br[C:2]1[C:10]([F:11])=[CH:9][C:8](Br)=[C:7]2[C:3]=1[C:4]([C:13]1[CH:14]=[N:15][C:16]([O:19][CH3:20])=[CH:17][CH:18]=1)=[N:5][NH:6]2.BrC1C=C2C(C(C3C=NC(OC)=CC=3)=NN2)=CC=1F.[CH2:40]([NH:42][C:43](=[O:60])[C:44]1[CH:49]=[CH:48][C:47]([CH3:50])=[C:46](B2OC(C)(C)C(C)(C)O2)[CH:45]=1)[CH3:41].C(=O)(O)[O-].[Na+].